Dataset: Reaction yield outcomes from USPTO patents with 853,638 reactions. Task: Predict the reaction yield, written as a fraction of the theoretical maximum amount of product (1.0 means a 100% yield; for example, 0.34 means a 34% yield). The reactants are [C:1]([C:3]1[CH:4]=[C:5]([CH:20]=[C:21]([F:23])[CH:22]=1)[CH2:6][NH:7][CH:8]([CH2:16][CH:17]([CH3:19])[CH3:18])[C:9]([O:11][C:12](C)(C)[CH3:13])=[O:10])#[N:2].[NH2:24][OH:25]. The catalyst is C(O)C.O. The product is [NH2:2][C:1](=[N:24][OH:25])[C:3]1[CH:4]=[C:5]([CH:20]=[C:21]([F:23])[CH:22]=1)[CH2:6][NH:7][CH:8]([CH2:16][CH:17]([CH3:18])[CH3:19])[C:9]([O:11][CH2:12][CH3:13])=[O:10]. The yield is 0.700.